This data is from Full USPTO retrosynthesis dataset with 1.9M reactions from patents (1976-2016). The task is: Predict the reactants needed to synthesize the given product. (1) Given the product [F:3][CH:4]([F:7])[CH2:5][O:6][C:9]1[CH:14]=[CH:13][C:12]([N+:15]([O-:17])=[O:16])=[CH:11][CH:10]=1, predict the reactants needed to synthesize it. The reactants are: [H-].[Na+].[F:3][CH:4]([F:7])[CH2:5][OH:6].F[C:9]1[CH:14]=[CH:13][C:12]([N+:15]([O-:17])=[O:16])=[CH:11][CH:10]=1. (2) Given the product [F:1][C:2]1[C:7]([CH:8]([O:9][CH3:36])[C:32]2[C:26]3[C:27](=[N:28][CH:29]=[C:24]([C:20]4[CH:19]=[N:18][CH:23]=[CH:22][CH:21]=4)[CH:25]=3)[NH:30][CH:31]=2)=[C:6]([F:10])[CH:5]=[CH:4][C:3]=1[NH:11][S:12]([CH:15]([CH3:17])[CH3:16])(=[O:14])=[O:13], predict the reactants needed to synthesize it. The reactants are: [F:1][C:2]1[C:7]([CH:8]=[O:9])=[C:6]([F:10])[CH:5]=[CH:4][C:3]=1[NH:11][S:12]([CH:15]([CH3:17])[CH3:16])(=[O:14])=[O:13].[N:18]1[CH:23]=[CH:22][CH:21]=[C:20]([C:24]2[CH:25]=[C:26]3[CH:32]=[CH:31][NH:30][C:27]3=[N:28][CH:29]=2)[CH:19]=1.[OH-].[K+].O.[CH3:36]O. (3) Given the product [NH2:1][C:2]1[CH:3]=[CH:4][C:5]([C:8](=[O:14])[CH2:9][CH2:10][C:11]([O:13][CH3:15])=[O:12])=[CH:6][CH:7]=1, predict the reactants needed to synthesize it. The reactants are: [NH2:1][C:2]1[CH:7]=[CH:6][C:5]([C:8](=[O:14])[CH2:9][CH2:10][C:11]([OH:13])=[O:12])=[CH:4][CH:3]=1.[CH3:15][Si](C=[N+]=[N-])(C)C. (4) Given the product [C:1]([O:5][C:6]([N:8]([CH2:35][CH2:36][CH3:37])[C@@H:9]([CH2:21][CH2:22][C:23]1[N:27]([CH2:28][CH2:29][CH3:30])[C:26]2[CH:31]=[CH:32][CH:33]=[CH:34][C:25]=2[N:24]=1)[C:10]([NH:12][OH:13])=[O:11])=[O:7])([CH3:2])([CH3:3])[CH3:4], predict the reactants needed to synthesize it. The reactants are: [C:1]([O:5][C:6]([N:8]([CH2:35][CH2:36][CH3:37])[C@@H:9]([CH2:21][CH2:22][C:23]1[N:27]([CH2:28][CH2:29][CH3:30])[C:26]2[CH:31]=[CH:32][CH:33]=[CH:34][C:25]=2[N:24]=1)[C:10]([NH:12][O:13]CC1C=CC=CC=1)=[O:11])=[O:7])([CH3:4])([CH3:3])[CH3:2]. (5) Given the product [OH:7][NH:8][C:9](=[O:10])/[CH:11]=[CH:12]/[C:13]1[CH:14]=[CH:15][C:16](/[CH:19]=[CH:20]/[C:21](=[O:23])[N:27]2[CH2:26][C@H:25]([CH3:24])[N:30]([CH3:31])[C@H:29]([CH3:32])[CH2:28]2)=[CH:17][CH:18]=1, predict the reactants needed to synthesize it. The reactants are: O1CCCCC1[O:7][NH:8][C:9](/[CH:11]=[CH:12]/[C:13]1[CH:18]=[CH:17][C:16](/[CH:19]=[CH:20]/[C:21]([OH:23])=O)=[CH:15][CH:14]=1)=[O:10].[CH3:24][C@H:25]1[N:30]([CH3:31])[C@@H:29]([CH3:32])[CH2:28][NH:27][CH2:26]1.